This data is from Reaction yield outcomes from USPTO patents with 853,638 reactions. The task is: Predict the reaction yield, written as a fraction of the theoretical maximum amount of product (1.0 means a 100% yield; for example, 0.34 means a 34% yield). The reactants are C([O:8][C:9]1[C:14]2[N:15]=[C:16]([NH:18][C:19](=[O:28])[C:20]3[CH:25]=[CH:24][C:23]([CH2:26][Cl:27])=[CH:22][CH:21]=3)[S:17][C:13]=2[C:12]([N:29]2[CH2:34][CH2:33][O:32][CH2:31][CH2:30]2)=[CH:11][CH:10]=1)C1C=CC=CC=1.B(Cl)(Cl)Cl.O.CO. The catalyst is C(Cl)Cl.[I-].C([N+](CCCC)(CCCC)CCCC)CCC. The product is [Cl:27][CH2:26][C:23]1[CH:22]=[CH:21][C:20]([C:19]([NH:18][C:16]2[S:17][C:13]3[C:12]([N:29]4[CH2:34][CH2:33][O:32][CH2:31][CH2:30]4)=[CH:11][CH:10]=[C:9]([OH:8])[C:14]=3[N:15]=2)=[O:28])=[CH:25][CH:24]=1. The yield is 0.180.